Dataset: Full USPTO retrosynthesis dataset with 1.9M reactions from patents (1976-2016). Task: Predict the reactants needed to synthesize the given product. (1) Given the product [OH:17][CH2:16][CH2:15][NH:25][C:8]([C:6]1[S:7][C:3]([CH:1]=[O:2])=[CH:4][CH:5]=1)=[O:10], predict the reactants needed to synthesize it. The reactants are: [CH:1]([C:3]1[S:7][C:6]([C:8]([OH:10])=O)=[CH:5][CH:4]=1)=[O:2].ON1[C:16](=[O:17])[CH2:15]CC1=O.C1([N:25]=C=NC2CCCCC2)CCCCC1. (2) The reactants are: [CH3:1][NH2:2].C1COCC1.Br[CH2:9][C:10]1[CH:17]=[CH:16][C:13]([C:14]#[N:15])=[CH:12][C:11]=1[Cl:18].[CH3:19][C:20]([O:23][C:24]([O:26]C(OC(C)(C)C)=O)=O)([CH3:22])[CH3:21]. Given the product [C:20]([O:23][C:24](=[O:26])[NH:2][CH2:1][CH2:9][C:10]1[CH:17]=[CH:16][C:13]([C:14]#[N:15])=[CH:12][C:11]=1[Cl:18])([CH3:22])([CH3:21])[CH3:19], predict the reactants needed to synthesize it. (3) Given the product [Cl:3][C:15]1[C:14]([C:10]2[CH:9]=[C:8]([S:7][CH3:6])[N:13]=[CH:12][N:11]=2)=[CH:19][N:18]=[CH:17][N:16]=1, predict the reactants needed to synthesize it. The reactants are: O=P(Cl)(Cl)[Cl:3].[CH3:6][S:7][C:8]1[N:13]=[CH:12][N:11]=[C:10]([C:14]2[C:15](O)=[N:16][CH:17]=[N:18][CH:19]=2)[CH:9]=1.C(N(CC)CC)C.